This data is from Forward reaction prediction with 1.9M reactions from USPTO patents (1976-2016). The task is: Predict the product of the given reaction. (1) Given the reactants [OH:1][C:2]1[CH:3]=[C:4]([CH:7]=[CH:8][CH:9]=1)[CH:5]=[O:6].CS(O[CH2:15][CH2:16][CH2:17][CH2:18][O:19][CH2:20][C:21]1[CH:26]=[CH:25][CH:24]=[CH:23][CH:22]=1)(=O)=O, predict the reaction product. The product is: [CH2:20]([O:19][CH2:18][CH2:17][CH2:16][CH2:15][O:1][C:2]1[CH:3]=[C:4]([CH:7]=[CH:8][CH:9]=1)[CH:5]=[O:6])[C:21]1[CH:26]=[CH:25][CH:24]=[CH:23][CH:22]=1. (2) Given the reactants [CH3:1][O:2][C:3]1[C:12]2[C:7](=[CH:8][CH:9]=[CH:10][CH:11]=2)[C:6]([O:13][CH3:14])=[CH:5][C:4]=1/[CH:15]=[C:16](\[CH3:22])/[C:17]([O:19]CC)=[O:18].[OH-].[K+], predict the reaction product. The product is: [CH3:1][O:2][C:3]1[C:12]2[C:7](=[CH:8][CH:9]=[CH:10][CH:11]=2)[C:6]([O:13][CH3:14])=[CH:5][C:4]=1/[CH:15]=[C:16](\[CH3:22])/[C:17]([OH:19])=[O:18]. (3) Given the reactants CS(C)=O.CCN(C(C)C)C(C)C.[CH2:14]([O:21][C:22]([N:24]([CH2:26][CH2:27][OH:28])[CH3:25])=[O:23])[C:15]1[CH:20]=[CH:19][CH:18]=[CH:17][CH:16]=1, predict the reaction product. The product is: [CH2:14]([O:21][C:22]([N:24]([CH2:26][CH:27]=[O:28])[CH3:25])=[O:23])[C:15]1[CH:20]=[CH:19][CH:18]=[CH:17][CH:16]=1. (4) Given the reactants [F:1][C:2]1[CH:3]=[CH:4][C:5]([OH:11])=[C:6](B(O)O)[CH:7]=1.I[C:13]1[CH:18]=[CH:17][N:16]=[C:15]([C:19]([F:22])([F:21])[F:20])[CH:14]=1, predict the reaction product. The product is: [F:1][C:2]1[CH:3]=[CH:4][C:5]([OH:11])=[C:6]([C:13]2[CH:18]=[CH:17][N:16]=[C:15]([C:19]([F:22])([F:21])[F:20])[CH:14]=2)[CH:7]=1. (5) Given the reactants C([O:4][C@@H:5]1[C@H:9]([O:10]C(=O)C)[C@@H:8]([C:14]#[CH:15])[O:7][C@H:6]1[N:16]1[CH:24]=[N:23][C:22]2[C:17]1=[N:18][CH:19]=[N:20][C:21]=2[NH:25][CH2:26][CH2:27][S:28]([NH:31][CH2:32][CH3:33])(=[O:30])=[O:29])(=O)C.C(N)(C)(C)C, predict the reaction product. The product is: [CH2:32]([NH:31][S:28]([CH2:27][CH2:26][NH:25][C:21]1[N:20]=[CH:19][N:18]=[C:17]2[C:22]=1[N:23]=[CH:24][N:16]2[C@H:6]1[C@H:5]([OH:4])[C@H:9]([OH:10])[C@@H:8]([C:14]#[CH:15])[O:7]1)(=[O:29])=[O:30])[CH3:33]. (6) Given the reactants C([C@H:4]1[CH2:7][C@H:6]([N:8]2[C:13](=[O:14])[C:12]([CH2:15][C:16]3[CH:21]=[CH:20][C:19]([C:22]4[C:23]([C:28]#[N:29])=[CH:24][CH:25]=[CH:26][CH:27]=4)=[CH:18][C:17]=3[F:30])=[C:11]([CH2:31][CH2:32][CH3:33])[N:10]3[N:34]=[C:35]([CH3:37])[N:36]=[C:9]23)[CH2:5]1)(=O)C.OO.FC(F)(F)C(OC(=O)C(F)(F)F)=[O:43].C(=O)([O-])O.[Na+].S([O-])([O-])(=O)=S.[Na+].[Na+], predict the reaction product. The product is: [F:30][C:17]1[CH:18]=[C:19]([C:22]2[C:23]([C:28]#[N:29])=[CH:24][CH:25]=[CH:26][CH:27]=2)[CH:20]=[CH:21][C:16]=1[CH2:15][C:12]1[C:13](=[O:14])[N:8]([C@H:6]2[CH2:5][C@H:4]([OH:43])[CH2:7]2)[C:9]2[N:10]([N:34]=[C:35]([CH3:37])[N:36]=2)[C:11]=1[CH2:31][CH2:32][CH3:33]. (7) The product is: [O:16]1[CH2:17][CH2:18][O:19][C:14]2[CH:13]=[C:12]([NH:10][C:11]3[N:8]4[C:3]([O:2][CH3:1])=[CH:4][CH:5]=[CH:6][C:7]4=[N:9][C:25]=3[C:24]3[C:23]([F:22])=[CH:30][C:29]([OH:31])=[CH:28][C:27]=3[F:32])[CH:21]=[CH:20][C:15]1=2. Given the reactants [CH3:1][O:2][C:3]1[N:8]=[C:7]([NH2:9])[CH:6]=[CH:5][CH:4]=1.[N+:10]([C:12]1[CH:21]=[CH:20][C:15]2[O:16][CH2:17][CH2:18][O:19][C:14]=2[CH:13]=1)#[C-:11].[F:22][C:23]1[CH:30]=[C:29]([OH:31])[CH:28]=[C:27]([F:32])[C:24]=1[CH:25]=O, predict the reaction product. (8) The product is: [N:27]1([C:2]2[CH:7]=[CH:6][C:5]([N:8]3[CH2:13][CH2:12][N:11]([CH2:14][CH2:15][CH2:16][CH3:17])[CH2:10][CH2:9]3)=[C:4]([CH:18]3[CH2:23][CH2:22][C:21]([CH3:25])([CH3:24])[CH2:20][CH2:19]3)[CH:3]=2)[CH2:30][CH2:29][CH2:28]1. Given the reactants Br[C:2]1[CH:7]=[CH:6][C:5]([N:8]2[CH2:13][CH2:12][N:11]([CH2:14][CH2:15][CH2:16][CH3:17])[CH2:10][CH2:9]2)=[C:4]([CH:18]2[CH2:23][CH2:22][C:21]([CH3:25])([CH3:24])[CH2:20][CH2:19]2)[CH:3]=1.Cl.[NH:27]1[CH2:30][CH2:29][CH2:28]1.CC(C)([O-])C.[Na+].F[B-](F)(F)F.C([PH+](C(C)(C)C)C(C)(C)C)(C)(C)C, predict the reaction product. (9) Given the reactants [C:1]([O:5][C:6]([N:8]1[CH2:14][CH2:13][CH2:12][N:11]([C:15]2[CH:20]=[CH:19][C:18]([NH2:21])=[C:17]([C:22](=[O:31])[NH:23][CH2:24][C:25](=[O:30])[NH:26][CH:27]([CH3:29])[CH3:28])[CH:16]=2)[CH2:10][CH2:9]1)=[O:7])([CH3:4])([CH3:3])[CH3:2].Cl.[CH3:33][O:34][C:35]1[CH:36]=[C:37]([CH:43]=[CH:44][CH:45]=1)[C:38](=N)OCC, predict the reaction product. The product is: [C:1]([O:5][C:6]([N:8]1[CH2:14][CH2:13][CH2:12][N:11]([C:15]2[CH:16]=[C:17]3[C:18](=[CH:19][CH:20]=2)[N:21]=[C:38]([C:37]2[CH:43]=[CH:44][CH:45]=[C:35]([O:34][CH3:33])[CH:36]=2)[N:23]([CH2:24][C:25](=[O:30])[NH:26][CH:27]([CH3:28])[CH3:29])[C:22]3=[O:31])[CH2:10][CH2:9]1)=[O:7])([CH3:2])([CH3:4])[CH3:3].